The task is: Predict the product of the given reaction.. This data is from Forward reaction prediction with 1.9M reactions from USPTO patents (1976-2016). (1) The product is: [CH:22]([C:19]1[CH:18]=[C:17]([C:25]2[CH:26]=[CH:27][CH:28]=[CH:29][CH:30]=2)[CH:16]=[C:15]([CH:12]([CH3:14])[CH3:13])[C:20]=1[NH:21][C:6](=[O:7])[C:5]1[CH:9]=[CH:10][CH:11]=[C:3]([O:2][CH3:1])[CH:4]=1)([CH3:23])[CH3:24]. Given the reactants [CH3:1][O:2][C:3]1[CH:4]=[C:5]([CH:9]=[CH:10][CH:11]=1)[C:6](Cl)=[O:7].[CH:12]([C:15]1[CH:16]=[C:17]([C:25]2[CH:30]=[CH:29][CH:28]=[CH:27][CH:26]=2)[CH:18]=[C:19]([CH:22]([CH3:24])[CH3:23])[C:20]=1[NH2:21])([CH3:14])[CH3:13].N1C=CC=CC=1.O, predict the reaction product. (2) The product is: [C:37]([C:33]1[CH:32]=[C:31]([CH:36]=[CH:35][CH:34]=1)[CH2:30][N:8]([C:5]1[CH:6]=[CH:7][C:2]([NH:1][C:39]([NH2:47])=[O:40])=[CH:3][CH:4]=1)[CH:9]1[CH2:10][CH2:11][N:12]([CH:15]([CH3:29])[CH2:16][CH2:17][NH:18][C:19](=[O:28])[C:20]2[C:21]([CH3:27])=[CH:22][CH:23]=[CH:24][C:25]=2[CH3:26])[CH2:13][CH2:14]1)#[N:38]. Given the reactants [NH2:1][C:2]1[CH:7]=[CH:6][C:5]([N:8]([CH2:30][C:31]2[CH:36]=[CH:35][CH:34]=[C:33]([C:37]#[N:38])[CH:32]=2)[CH:9]2[CH2:14][CH2:13][N:12]([CH:15]([CH3:29])[CH2:16][CH2:17][NH:18][C:19](=[O:28])[C:20]3[C:25]([CH3:26])=[CH:24][CH:23]=[CH:22][C:21]=3[CH3:27])[CH2:11][CH2:10]2)=[CH:4][CH:3]=1.[C:39](Cl)(Cl)=[O:40].[Cl-].[NH4+].CC[N:47](C(C)C)C(C)C, predict the reaction product.